From a dataset of Full USPTO retrosynthesis dataset with 1.9M reactions from patents (1976-2016). Predict the reactants needed to synthesize the given product. Given the product [Cl:1][C:2]1[N:7]=[C:6]([C:8]2[C:9]([C:10]3[CH:11]=[C:12]([NH:16][C:17](=[O:22])[C:18]([F:19])([F:20])[F:21])[CH:13]=[CH:14][CH:15]=3)=[N:27][N:28]3[CH:29]=[C:30]([F:34])[CH:31]=[CH:32][C:33]=23)[CH:5]=[CH:4][N:3]=1, predict the reactants needed to synthesize it. The reactants are: [Cl:1][C:2]1[N:7]=[C:6]([C:8]#[C:9][C:10]2[CH:11]=[C:12]([NH:16][C:17](=[O:22])[C:18]([F:21])([F:20])[F:19])[CH:13]=[CH:14][CH:15]=2)[CH:5]=[CH:4][N:3]=1.[N+]([O-])([O-])=O.[NH2:27][N+:28]1[CH:33]=[CH:32][CH:31]=[C:30]([F:34])[CH:29]=1.C(=O)([O-])[O-].[K+].[K+].[Li+].[Cl-].